This data is from Catalyst prediction with 721,799 reactions and 888 catalyst types from USPTO. The task is: Predict which catalyst facilitates the given reaction. (1) Reactant: [CH3:1][O:2][CH2:3][C@@H:4]([O:6][C:7]1[CH:8]=[C:9]([CH:14]=[C:15]([O:17]CC2C=CC=CC=2)[CH:16]=1)[C:10]([O:12][CH3:13])=[O:11])[CH3:5]. Product: [OH:17][C:15]1[CH:14]=[C:9]([CH:8]=[C:7]([O:6][C@@H:4]([CH3:5])[CH2:3][O:2][CH3:1])[CH:16]=1)[C:10]([O:12][CH3:13])=[O:11]. The catalyst class is: 1. (2) Reactant: [OH:1][C:2]1[CH:3]=[C:4]([CH:8]2[CH2:13][CH2:12][NH:11][CH2:10][CH2:9]2)[CH:5]=[CH:6][CH:7]=1.[C:14](O[C:14]([O:16][C:17]([CH3:20])([CH3:19])[CH3:18])=[O:15])([O:16][C:17]([CH3:20])([CH3:19])[CH3:18])=[O:15].C(N(CC)CC)C.[Cl-].[Mg+2].[Cl-].[CH2:39]=[O:40].Cl. Product: [CH:39]([C:7]1[CH:6]=[CH:5][C:4]([CH:8]2[CH2:13][CH2:12][N:11]([C:14]([O:16][C:17]([CH3:20])([CH3:19])[CH3:18])=[O:15])[CH2:10][CH2:9]2)=[CH:3][C:2]=1[OH:1])=[O:40]. The catalyst class is: 578. (3) Reactant: [NH:1]1[CH:5]=[C:4]([C:6]2[CH:11]=[C:10]([C:12]([NH2:14])=[O:13])[CH:9]=[CH:8][N:7]=2)[N:3]=[CH:2]1.Br[CH2:16][C:17]1[CH:22]=[CH:21][CH:20]=[CH:19][C:18]=1[Cl:23].C([O-])([O-])=O.[K+].[K+]. Product: [Cl:23][C:18]1[CH:19]=[CH:20][CH:21]=[CH:22][C:17]=1[CH2:16][N:1]1[CH:5]=[C:4]([C:6]2[CH:11]=[C:10]([C:12]([NH2:14])=[O:13])[CH:9]=[CH:8][N:7]=2)[N:3]=[CH:2]1. The catalyst class is: 3.